Dataset: Reaction yield outcomes from USPTO patents with 853,638 reactions. Task: Predict the reaction yield, written as a fraction of the theoretical maximum amount of product (1.0 means a 100% yield; for example, 0.34 means a 34% yield). (1) The reactants are [Cl:1][C:2]1[CH:7]=[CH:6][C:5]([NH:8][S:9]([C:12]([F:15])([F:14])[F:13])(=[O:11])=[O:10])=[C:4]([C:16](=O)[CH2:17][CH3:18])[CH:3]=1.Cl.[F:21][C:22]([F:37])([F:36])[C:23]1[CH:31]=[C:30]([C:32]([F:35])([F:34])[F:33])[CH:29]=[CH:28][C:24]=1[CH2:25][O:26][NH2:27].CC([O-])=O.[Na+]. The catalyst is CCO. The product is [F:21][C:22]([F:36])([F:37])[C:23]1[CH:31]=[C:30]([C:32]([F:35])([F:33])[F:34])[CH:29]=[CH:28][C:24]=1[CH2:25][O:26][N:27]=[C:16]([C:4]1[CH:3]=[C:2]([Cl:1])[CH:7]=[CH:6][C:5]=1[NH:8][S:9]([C:12]([F:15])([F:14])[F:13])(=[O:11])=[O:10])[CH2:17][CH3:18]. The yield is 0.650. (2) The reactants are [Cl-].[C:2]([C:4]1[C:16]([N+:17]([O-])=O)=[CH:15][CH:14]=[CH:13][C:5]=1[O:6][CH2:7][C@@H:8]1[CH2:12][CH2:11][CH2:10][NH2+:9]1)#[N:3].[C:20](Cl)(=[O:24])[CH2:21][CH2:22][CH3:23]. No catalyst specified. The product is [NH2:17][C:16]1[CH:15]=[CH:14][CH:13]=[C:5]([O:6][CH2:7][C@@H:8]2[CH2:12][CH2:11][CH2:10][N:9]2[C:20](=[O:24])[CH2:21][CH2:22][CH3:23])[C:4]=1[C:2]#[N:3]. The yield is 0.900. (3) The reactants are [CH:1]1[C:9]2[C:8]3[CH:10]=[CH:11][CH:12]=[CH:13][C:7]=3[O:6][C:5]=2[CH:4]=[CH:3][CH:2]=1.C(O)(=O)C.[Br:18]Br. The catalyst is O. The product is [Br:18][C:2]1[CH:3]=[CH:4][C:5]2[O:6][C:7]3[CH:13]=[CH:12][CH:11]=[CH:10][C:8]=3[C:9]=2[CH:1]=1. The yield is 0.310.